From a dataset of Full USPTO retrosynthesis dataset with 1.9M reactions from patents (1976-2016). Predict the reactants needed to synthesize the given product. (1) Given the product [CH3:10][C:4]1[C:5]([C:11]([OH:12])=[O:14])=[N:6][CH:7]=[C:2]([O:1][CH2:23][C:24]([F:27])([F:26])[F:25])[CH:3]=1, predict the reactants needed to synthesize it. The reactants are: [OH:1][C:2]1[CH:3]=[C:4]([CH3:10])[C:5](C#N)=[N:6][CH:7]=1.[C:11](=[O:14])([O-])[O-:12].[Cs+].[Cs+].FC(F)(F)S(O[CH2:23][C:24]([F:27])([F:26])[F:25])(=O)=O. (2) Given the product [Cl:1][C:2]1[CH:7]=[CH:6][N:5]=[C:4]2[NH:8][C:9]([C:11]3[CH:12]=[CH:13][C:14]([CH2:17][N:19]4[CH2:24][CH2:23][O:22][CH2:21][CH2:20]4)=[CH:15][CH:16]=3)=[N:10][C:3]=12, predict the reactants needed to synthesize it. The reactants are: [Cl:1][C:2]1[CH:7]=[CH:6][N:5]=[C:4]2[NH:8][C:9]([C:11]3[CH:16]=[CH:15][C:14]([C:17]([N:19]4[CH2:24][CH2:23][O:22][CH2:21][CH2:20]4)=O)=[CH:13][CH:12]=3)=[N:10][C:3]=12. (3) Given the product [Cl:19][C:20]1[CH:25]=[CH:24][C:23]([N:9]2[C:10]3[C:5](=[CH:4][C:3]([O:2][CH3:1])=[C:12]([CH3:13])[C:11]=3[CH3:14])[C:6](=[O:18])[C:7]3([CH2:15][CH2:16][CH2:17]3)[CH2:8]2)=[CH:22][CH:21]=1, predict the reactants needed to synthesize it. The reactants are: [CH3:1][O:2][C:3]1[CH:4]=[C:5]2[C:10](=[C:11]([CH3:14])[C:12]=1[CH3:13])[NH:9][CH2:8][C:7]1([CH2:17][CH2:16][CH2:15]1)[C:6]2=[O:18].[Cl:19][C:20]1[CH:25]=[CH:24][C:23](I)=[CH:22][CH:21]=1.CC([O-])(C)C.[Na+]. (4) Given the product [CH2:7]([O:9][C:10]([C:12]1[NH:13][C:14]2[C:15]([C:2]=1[CH:1]=[O:5])=[CH:16][C:17]([Br:21])=[CH:18][CH:19]=2)=[O:11])[CH3:8], predict the reactants needed to synthesize it. The reactants are: [C:1](Cl)(=[O:5])[C:2](Cl)=O.[CH2:7]([O:9][C:10]([C:12]1[NH:13][C:14]2[C:19](C=1)=[CH:18][C:17]([Br:21])=[CH:16][CH:15]=2)=[O:11])[CH3:8].C([O-])(O)=O.[Na+].